The task is: Predict which catalyst facilitates the given reaction.. This data is from Catalyst prediction with 721,799 reactions and 888 catalyst types from USPTO. (1) Reactant: [C:1]1(=[O:11])[C:10]2[CH2:9][CH2:8][CH2:7][CH2:6][C:5]=2[CH:4]=[CH:3][NH:2]1.C1(=O)C2C(CCCC2)CCN1.CC(O[C@@H:27]1[O:31][C@H:30]([CH2:32][O:33][C:34]([C:36]2[CH:41]=[CH:40][CH:39]=[CH:38][CH:37]=2)=[O:35])[C@@H:29]([O:42]C(C2C=CC=CC=2)=O)[C@H:28]1[O:51]C(C1C=CC=CC=1)=O)=O.C/C(/O[Si](C)(C)C)=N\[Si](C)(C)C.FC(F)(F)S(O[Si](C)(C)C)(=O)=O. Product: [C:34]([OH:35])(=[O:33])[C:36]1[CH:41]=[CH:40][CH:39]=[CH:38][CH:37]=1.[C:34]([OH:35])(=[O:33])[C:36]1[CH:41]=[CH:40][CH:39]=[CH:38][CH:37]=1.[C:34]([OH:35])(=[O:33])[C:36]1[CH:41]=[CH:40][CH:39]=[CH:38][CH:37]=1.[OH:51][C@@H:28]1[C@H:29]([OH:42])[C@@H:30]([CH2:32][OH:33])[O:31][C@H:27]1[N:2]1[CH:3]=[CH:4][C:5]2[CH2:6][CH2:7][CH2:8][CH2:9][C:10]=2[C:1]1=[O:11]. The catalyst class is: 115. (2) Reactant: [Cl:1][C:2]1[CH:7]=[CH:6][CH:5]=[CH:4][C:3]=1[C:8](=O)[CH2:9][C:10]1[CH:15]=[CH:14][N:13]=[CH:12][CH:11]=1.Cl.O([NH2:20])C.O.[OH-].[Na+]. Product: [Cl:1][C:2]1[CH:7]=[CH:6][CH:5]=[CH:4][C:3]=1[CH:8]([NH2:20])[CH2:9][C:10]1[CH:15]=[CH:14][N:13]=[CH:12][CH:11]=1. The catalyst class is: 877.